This data is from Full USPTO retrosynthesis dataset with 1.9M reactions from patents (1976-2016). The task is: Predict the reactants needed to synthesize the given product. (1) Given the product [CH2:17]([O:16][C:12](=[O:15])[CH:13]=[CH:14][C:2]1[CH:3]=[C:4]2[C:9](=[CH:10][CH:11]=1)[N:8]=[CH:7][CH:6]=[CH:5]2)[CH3:18], predict the reactants needed to synthesize it. The reactants are: Br[C:2]1[CH:3]=[C:4]2[C:9](=[CH:10][CH:11]=1)[N:8]=[CH:7][CH:6]=[CH:5]2.[C:12]([O:16][CH2:17][CH3:18])(=[O:15])[CH:13]=[CH2:14].C(N(CC)CC)C. (2) Given the product [Cl:8][C:6]1[CH:5]=[CH:4][C:3]([NH2:9])=[C:2]([O:18][C:12]2[CH:17]=[CH:16][CH:15]=[CH:14][CH:13]=2)[CH:7]=1, predict the reactants needed to synthesize it. The reactants are: F[C:2]1[CH:7]=[C:6]([Cl:8])[CH:5]=[CH:4][C:3]=1[N+:9]([O-])=O.[C:12]1([OH:18])[CH:17]=[CH:16][CH:15]=[CH:14][CH:13]=1.C(=O)([O-])[O-].[K+].[K+]. (3) Given the product [NH:25]1[C:26]2[CH:40]=[CH:39][CH:38]=[CH:37][C:27]=2[N:28]=[C:24]1[C:22]1[O:23][C:19]2[CH:18]=[C:17]([C:13]3[CH:14]=[N:15][CH:16]=[C:11]([O:10][CH:9]([F:43])[F:8])[CH:12]=3)[CH:42]=[CH:41][C:20]=2[N:21]=1, predict the reactants needed to synthesize it. The reactants are: FC(F)(F)C(O)=O.[F:8][CH:9]([F:43])[O:10][C:11]1[CH:12]=[C:13]([C:17]2[CH:42]=[CH:41][C:20]3[N:21]=[C:22]([C:24]4[N:28](COCC[Si](C)(C)C)[C:27]5[CH:37]=[CH:38][CH:39]=[CH:40][C:26]=5[N:25]=4)[O:23][C:19]=3[CH:18]=2)[CH:14]=[N:15][CH:16]=1.ClCCl. (4) Given the product [Cl:20][C:17]1[CH:18]=[CH:19][C:14]([C:12](=[O:13])[CH2:11][N:5]2[C:6](=[O:8])[CH2:7][S:3][C:4]2=[O:9])=[CH:15][CH:16]=1, predict the reactants needed to synthesize it. The reactants are: [H-].[Na+].[S:3]1[CH2:7][C:6](=[O:8])[NH:5][C:4]1=[O:9].Br[CH2:11][C:12]([C:14]1[CH:19]=[CH:18][C:17]([Cl:20])=[CH:16][CH:15]=1)=[O:13].C(OCC)(=O)C.